Predict the reactants needed to synthesize the given product. From a dataset of Full USPTO retrosynthesis dataset with 1.9M reactions from patents (1976-2016). (1) The reactants are: [CH3:1][C:2]1([CH3:10])[O:9][C:7](=[O:8])[CH2:6][C:4](=[O:5])[O:3]1.C(N(CC)CC)C.[C:18](Cl)(=[O:28])[CH2:19][CH2:20][CH2:21][CH2:22][CH2:23][CH2:24][CH2:25][CH2:26][CH3:27]. Given the product [C:18]([CH:6]1[C:7](=[O:8])[O:9][C:2]([CH3:10])([CH3:1])[O:3][C:4]1=[O:5])(=[O:28])[CH2:19][CH2:20][CH2:21][CH2:22][CH2:23][CH2:24][CH2:25][CH2:26][CH3:27], predict the reactants needed to synthesize it. (2) The reactants are: [CH3:1][N:2]([CH3:17])[CH:3]1[CH2:7][CH2:6][N:5]([C:8]2[CH:13]=[CH:12][C:11]([N+:14]([O-])=O)=[CH:10][CH:9]=2)[CH2:4]1.[H][H]. Given the product [NH2:14][C:11]1[CH:12]=[CH:13][C:8]([N:5]2[CH2:6][CH2:7][CH:3]([N:2]([CH3:17])[CH3:1])[CH2:4]2)=[CH:9][CH:10]=1, predict the reactants needed to synthesize it. (3) Given the product [CH3:12][C:11]1[CH:2]=[C:3]([OH:17])[C:4]2[C:9]([CH:10]=1)=[CH:8][C:7]([S:13]([CH3:16])(=[O:15])=[O:14])=[CH:6][CH:5]=2, predict the reactants needed to synthesize it. The reactants are: Br[C:2]1[C:11]([CH3:12])=[CH:10][C:9]2[C:4](=[CH:5][CH:6]=[C:7]([S:13]([CH3:16])(=[O:15])=[O:14])[CH:8]=2)[C:3]=1[OH:17].C(N(CC)CC)C. (4) Given the product [CH3:21][O:20][C:17]1[CH:16]=[CH:15][C:14]([C:10]2[N:9]=[CH:8][C:7]3[CH:6]=[C:5]([CH:4]=[O:3])[O:13][C:12]=3[CH:11]=2)=[CH:19][CH:18]=1, predict the reactants needed to synthesize it. The reactants are: C([O:3][CH:4](OCC)[C:5]1[O:13][C:12]2[CH:11]=[C:10]([C:14]3[CH:19]=[CH:18][C:17]([O:20][CH3:21])=[CH:16][CH:15]=3)[N:9]=[CH:8][C:7]=2[CH:6]=1)C.Cl.C(=O)(O)[O-].[Na+]. (5) Given the product [Br:1][C:2]1[C:3]2[S:8][C:9]3[C:10](=[CH:11][C:12]([N+:15]([O-:17])=[O:16])=[CH:13][CH:14]=3)[S:18][C:4]=2[CH:5]=[CH:6][CH:7]=1, predict the reactants needed to synthesize it. The reactants are: [Br:1][C:2]1[CH:7]=[CH:6][CH:5]=[CH:4][C:3]=1[S:8][C:9]1[CH:14]=[CH:13][C:12]([N+:15]([O-:17])=[O:16])=[CH:11][C:10]=1[S:18](O)=O.[OH-].[Na+]. (6) The reactants are: [N+](C1C=CC(B(O)O)=CC=1)([O-])=O.C1(N2C3=NC=NC(N)=C3C(I)=N2)CCCC1.C(=O)([O-])[O-].[Na+].[Na+].[CH:35]1([N:40]2[C:44]3=[N:45][CH:46]=[N:47][C:48]([NH2:49])=[C:43]3[C:42]([C:50]3[CH:55]=[CH:54][C:53]([N+:56]([O-])=O)=[CH:52][CH:51]=3)=[N:41]2)[CH2:39][CH2:38][CH2:37][CH2:36]1. Given the product [NH2:56][C:53]1[CH:54]=[CH:55][C:50]([C:42]2[C:43]3[C:44](=[N:45][CH:46]=[N:47][C:48]=3[NH2:49])[N:40]([CH:35]3[CH2:39][CH2:38][CH2:37][CH2:36]3)[N:41]=2)=[CH:51][CH:52]=1, predict the reactants needed to synthesize it. (7) The reactants are: [O:1]([CH2:8][C:9]1[NH:10][CH:11]=[C:12]([C:14]2[CH:27]=[CH:26][C:17]([O:18][C:19]3[CH:25]=[CH:24][C:22]([NH2:23])=[CH:21][CH:20]=3)=[CH:16][CH:15]=2)[N:13]=1)[C:2]1[CH:7]=[CH:6][CH:5]=[CH:4][CH:3]=1.[CH2:28]([N:30]=[C:31]=[S:32])[CH3:29].ClCCl.C(OCC)(=O)C. Given the product [CH2:28]([NH:30][C:31]([NH:23][C:22]1[CH:21]=[CH:20][C:19]([O:18][C:17]2[CH:26]=[CH:27][C:14]([C:12]3[N:13]=[C:9]([CH2:8][O:1][C:2]4[CH:7]=[CH:6][CH:5]=[CH:4][CH:3]=4)[NH:10][CH:11]=3)=[CH:15][CH:16]=2)=[CH:25][CH:24]=1)=[S:32])[CH3:29], predict the reactants needed to synthesize it. (8) Given the product [S:3]1[CH:4]=[CH:5][N:6]2[CH:8]=[C:9]([C:10]([O:12][CH2:13][CH3:14])=[O:11])[N:1]=[C:2]12, predict the reactants needed to synthesize it. The reactants are: [NH2:1][C:2]1[S:3][CH:4]=[CH:5][N:6]=1.Br[CH2:8][C:9](=O)[C:10]([O:12][CH2:13][CH3:14])=[O:11]. (9) Given the product [C:38]([O:42][C@@H:43]([C:49]1[C:67]([CH3:68])=[CH:66][C:52]2[N:53]=[C:54]([C:56]3[CH:61]=[CH:60][N:59]4[C:62]([CH3:65])=[N:63][N:64]=[C:58]4[CH:57]=3)[S:55][C:51]=2[C:50]=1[C:69]1[CH:70]=[CH:71][C:72]([Cl:75])=[CH:73][CH:74]=1)[C:44]([OH:46])=[O:45])([CH3:41])([CH3:39])[CH3:40], predict the reactants needed to synthesize it. The reactants are: C(O[C@@H](C1C(C)=CC2N=C(C3C=C4C(C(C)=NN4C)=CC=3)SC=2C=1C1C=CC(Cl)=CC=1)C(O)=O)(C)(C)C.[C:38]([O:42][C@@H:43]([C:49]1[C:67]([CH3:68])=[CH:66][C:52]2[N:53]=[C:54]([C:56]3[CH:61]=[CH:60][N:59]4[C:62]([CH3:65])=[N:63][N:64]=[C:58]4[CH:57]=3)[S:55][C:51]=2[C:50]=1[C:69]1[CH:74]=[CH:73][C:72]([Cl:75])=[CH:71][CH:70]=1)[C:44]([O:46]CC)=[O:45])([CH3:41])([CH3:40])[CH3:39]. (10) Given the product [CH3:1][C:2]1[CH:11]=[C:10]([CH3:12])[CH:9]=[C:8]2[C:3]=1[CH2:4][CH2:5][CH2:6][CH:7]2[NH2:13], predict the reactants needed to synthesize it. The reactants are: [CH3:1][C:2]1[CH:11]=[C:10]([CH3:12])[CH:9]=[C:8]2[C:3]=1[CH2:4][CH2:5][CH2:6][C:7]2=[N:13]O.